Dataset: Peptide-MHC class II binding affinity with 134,281 pairs from IEDB. Task: Regression. Given a peptide amino acid sequence and an MHC pseudo amino acid sequence, predict their binding affinity value. This is MHC class II binding data. (1) The peptide sequence is ATEVVRRLTATAHRG. The MHC is DRB1_1302 with pseudo-sequence DRB1_1302. The binding affinity (normalized) is 0.237. (2) The peptide sequence is GLSGEPKGGAESSSK. The MHC is DRB1_0701 with pseudo-sequence DRB1_0701. The binding affinity (normalized) is 0.142.